From a dataset of HIV replication inhibition screening data with 41,000+ compounds from the AIDS Antiviral Screen. Binary Classification. Given a drug SMILES string, predict its activity (active/inactive) in a high-throughput screening assay against a specified biological target. (1) The molecule is CCOC(=O)C1ON2OC(OC3CCCC3(c3ccccc3)c3ccccc3)CC3OC(=O)C1C32. The result is 0 (inactive). (2) The drug is Cl.c1ccc(SC(CNCCc2ccco2)c2ccc3c(c2)OCO3)cc1. The result is 0 (inactive). (3) The drug is O=C(NC1CCN(Cc2ccccc2)CC1)c1cccc(I)c1. The result is 0 (inactive). (4) The molecule is N#CC1(Cl)CC2CC1C1N=NN(c3ccccc3)C21. The result is 0 (inactive). (5) The molecule is C[N+](C)(O)CCCNc1ccnc2cccc([N+](=O)[O-])c12.Cl.[Cl-]. The result is 0 (inactive). (6) The molecule is O=C(NC1CCC(CC2CCC(NC(=O)c3cc(O)c(O)c(O)c3)CC2)CC1)c1cc(O)c(O)c(O)c1. The result is 0 (inactive).